Dataset: Peptide-MHC class I binding affinity with 185,985 pairs from IEDB/IMGT. Task: Regression. Given a peptide amino acid sequence and an MHC pseudo amino acid sequence, predict their binding affinity value. This is MHC class I binding data. (1) The peptide sequence is ATCGIFALI. The MHC is HLA-A24:02 with pseudo-sequence HLA-A24:02. The binding affinity (normalized) is 0.384. (2) The peptide sequence is SFMQEIPTFL. The MHC is HLA-A33:01 with pseudo-sequence HLA-A33:01. The binding affinity (normalized) is 0.342.